Predict the reaction yield, written as a fraction of the theoretical maximum amount of product (1.0 means a 100% yield; for example, 0.34 means a 34% yield). From a dataset of Reaction yield outcomes from USPTO patents with 853,638 reactions. (1) The reactants are C[N:2](C(ON1N=NC2C=CC=NC1=2)=[N+](C)C)C.F[P-](F)(F)(F)(F)F.[NH2:25][C:26]([C:28]1[C:36]([NH:37][C@H:38]([CH3:41])[CH2:39][CH3:40])=[CH:35][C:31]([C:32](O)=[O:33])=[C:30]([CH3:42])[CH:29]=1)=[O:27].C(N(C(C)C)CC)(C)C.C(OCC)(=O)C. The catalyst is CN(C=O)C. The product is [CH3:42][C:30]1[CH:29]=[C:28]([C:26]([NH2:25])=[O:27])[C:36]([NH:37][C@H:38]([CH3:41])[CH2:39][CH3:40])=[CH:35][C:31]=1[C:32]([NH2:2])=[O:33]. The yield is 0.960. (2) The catalyst is C(Cl)Cl. The product is [NH:1]1[C:9]2[C:4](=[CH:5][CH:6]=[CH:7][CH:8]=2)[C:3]([CH2:10][N:15]2[CH2:14][CH2:13][N:12]([C:18]3[CH:19]=[CH:20][C:21]4[N:22]([C:24]([C:27]([F:28])([F:29])[F:30])=[N:25][N:26]=4)[N:23]=3)[CH2:17][CH2:16]2)=[N:2]1. The yield is 0.600. The reactants are [NH:1]1[C:9]2[C:4](=[CH:5][CH:6]=[CH:7][CH:8]=2)[C:3]([CH:10]=O)=[N:2]1.[N:12]1([C:18]2[CH:19]=[CH:20][C:21]3[N:22]([C:24]([C:27]([F:30])([F:29])[F:28])=[N:25][N:26]=3)[N:23]=2)[CH2:17][CH2:16][NH:15][CH2:14][CH2:13]1.C(O)(=O)C.